Dataset: Full USPTO retrosynthesis dataset with 1.9M reactions from patents (1976-2016). Task: Predict the reactants needed to synthesize the given product. (1) Given the product [ClH:46].[CH3:31][O:32][C:33]1[CH:40]=[CH:39][C:36]([CH2:37][N:9]([CH2:8][CH:7]([C:1]2[CH:2]=[CH:3][CH:4]=[CH:5][CH:6]=2)[C:25]2[CH:26]=[CH:27][CH:28]=[CH:29][CH:30]=2)[CH2:10][C@@H:11]([CH3:24])[CH2:12][O:13][C:14]2[CH:15]=[C:16]([CH2:20][C:21]([OH:23])=[O:22])[CH:17]=[CH:18][CH:19]=2)=[CH:35][CH:34]=1, predict the reactants needed to synthesize it. The reactants are: [C:1]1([CH:7]([C:25]2[CH:30]=[CH:29][CH:28]=[CH:27][CH:26]=2)[CH2:8][NH:9][CH2:10][C@@H:11]([CH3:24])[CH2:12][O:13][C:14]2[CH:15]=[C:16]([CH2:20][C:21]([OH:23])=[O:22])[CH:17]=[CH:18][CH:19]=2)[CH:6]=[CH:5][CH:4]=[CH:3][CH:2]=1.[CH3:31][O:32][C:33]1[CH:40]=[CH:39][C:36]([CH:37]=O)=[CH:35][CH:34]=1.COC(=O)C.[Cl:46]C1C(C(F)(F)F)=CC=CC=1C=O.Cl.CCOCC. (2) Given the product [Br:1][C:2]1[CH:7]=[C:6]([F:8])[C:5]([F:9])=[CH:4][C:3]=1[CH2:10][N:22]([C:18]([CH3:21])([CH3:20])[CH3:19])[CH3:23], predict the reactants needed to synthesize it. The reactants are: [Br:1][C:2]1[CH:7]=[C:6]([F:8])[C:5]([F:9])=[CH:4][C:3]=1[CH2:10]Cl.C(=O)([O-])[O-].[Cs+].[Cs+].[C:18]([NH:22][CH3:23])([CH3:21])([CH3:20])[CH3:19]. (3) Given the product [NH2:7][CH:8]([C:9](=[O:31])[N:10]1[CH:19]([C:20]2[NH:21][CH:22]=[C:23]([C:25]3[CH:30]=[CH:29][CH:28]=[CH:27][CH:26]=3)[N:24]=2)[CH2:18][C:17]2[C:12](=[CH:13][CH:14]=[CH:15][CH:16]=2)[CH2:11]1)[CH2:32][C:33]1[C:34]([CH3:43])=[CH:35][C:36]([C:40]([NH2:41])=[O:42])=[CH:37][C:38]=1[CH3:39], predict the reactants needed to synthesize it. The reactants are: C(OC(=O)[NH:7][CH:8]([CH2:32][C:33]1[C:38]([CH3:39])=[CH:37][C:36]([C:40](=[O:42])[NH2:41])=[CH:35][C:34]=1[CH3:43])[C:9](=[O:31])[N:10]1[CH:19]([C:20]2[NH:21][CH:22]=[C:23]([C:25]3[CH:30]=[CH:29][CH:28]=[CH:27][CH:26]=3)[N:24]=2)[CH2:18][C:17]2[C:12](=[CH:13][CH:14]=[CH:15][CH:16]=2)[CH2:11]1)(C)(C)C.FC(F)(F)C(O)=O. (4) Given the product [Br:3][C:4]1[N:9]=[C:8]2[N:10]=[C:11]([C@@H:13]3[CH2:17][CH2:16][CH2:15][N:14]3[C:18]([O:20][C:21]([CH3:24])([CH3:23])[CH3:22])=[O:19])[N:12]([CH2:32][O:31][CH2:30][CH2:29][Si:26]([CH3:28])([CH3:27])[CH3:25])[C:7]2=[N:6][CH:5]=1.[Br:3][C:4]1[N:9]=[C:8]2[N:10]([CH2:32][O:31][CH2:30][CH2:29][Si:26]([CH3:28])([CH3:27])[CH3:25])[C:11]([C@@H:13]3[CH2:17][CH2:16][CH2:15][N:14]3[C:18]([O:20][C:21]([CH3:24])([CH3:23])[CH3:22])=[O:19])=[N:12][C:7]2=[N:6][CH:5]=1, predict the reactants needed to synthesize it. The reactants are: [H-].[Na+].[Br:3][C:4]1[N:9]=[C:8]2[NH:10][C:11]([C@@H:13]3[CH2:17][CH2:16][CH2:15][N:14]3[C:18]([O:20][C:21]([CH3:24])([CH3:23])[CH3:22])=[O:19])=[N:12][C:7]2=[N:6][CH:5]=1.[CH3:25][Si:26]([CH2:29][CH2:30][O:31][CH2:32]Cl)([CH3:28])[CH3:27]. (5) Given the product [C:22]([O:21][C:19](=[O:20])[NH:1][C:2]1[CH:7]=[CH:6][C:5]([N+:8]([O-:10])=[O:9])=[CH:4][N:3]=1)([CH3:24])=[CH2:23], predict the reactants needed to synthesize it. The reactants are: [NH2:1][C:2]1[CH:7]=[CH:6][C:5]([N+:8]([O-:10])=[O:9])=[CH:4][N:3]=1.CN1CCOCC1.Cl[C:19]([O:21][C:22]([CH3:24])=[CH2:23])=[O:20].